Dataset: Catalyst prediction with 721,799 reactions and 888 catalyst types from USPTO. Task: Predict which catalyst facilitates the given reaction. (1) Reactant: [CH2:1]([O:8][C@@H:9]1[C@H:14]2[NH:15][C:16](=[O:18])[O:17][C@H:13]2[CH2:12][C@H:11]([CH:19]=[O:20])[C@H:10]1[O:21][CH2:22][C:23]1[CH:28]=[CH:27][CH:26]=[CH:25][CH:24]=1)[C:2]1[CH:7]=[CH:6][CH:5]=[CH:4][CH:3]=1.[CH3:29][Mg]Cl. Product: [CH2:1]([O:8][C@@H:9]1[C@H:14]2[NH:15][C:16](=[O:18])[O:17][C@H:13]2[CH2:12][C@H:11]([CH:19]([OH:20])[CH3:29])[C@H:10]1[O:21][CH2:22][C:23]1[CH:28]=[CH:27][CH:26]=[CH:25][CH:24]=1)[C:2]1[CH:3]=[CH:4][CH:5]=[CH:6][CH:7]=1. The catalyst class is: 1. (2) Reactant: [NH2:1][C:2]1[CH:13]=[CH:12][CH:11]=[CH:10][C:3]=1[CH:4]=[CH:5][C:6]([O:8][CH3:9])=[O:7].[C:14]1([N:20]=[C:21]=[O:22])[CH:19]=[CH:18][CH:17]=[CH:16][CH:15]=1. Product: [C:14]1([NH:20][C:21](=[O:22])[NH:1][C:2]2[CH:13]=[CH:12][CH:11]=[CH:10][C:3]=2[CH:4]=[CH:5][C:6]([O:8][CH3:9])=[O:7])[CH:19]=[CH:18][CH:17]=[CH:16][CH:15]=1. The catalyst class is: 48.